This data is from Reaction yield outcomes from USPTO patents with 853,638 reactions. The task is: Predict the reaction yield, written as a fraction of the theoretical maximum amount of product (1.0 means a 100% yield; for example, 0.34 means a 34% yield). (1) The reactants are [CH3:1][N:2]([CH3:17])[CH2:3][CH2:4][NH:5][CH2:6][C:7]1[CH:16]=[CH:15][C:10]([C:11]([O:13][CH3:14])=[O:12])=[CH:9][CH:8]=1.[CH2:18]([N:22]=[C:23]=[O:24])[CH2:19][CH2:20][CH3:21].C(=O)([O-])O.[Na+]. The catalyst is C(Cl)Cl.C(Cl)(Cl)Cl. The product is [CH2:18]([NH:22][C:23]([N:5]([CH2:6][C:7]1[CH:8]=[CH:9][C:10]([C:11]([O:13][CH3:14])=[O:12])=[CH:15][CH:16]=1)[CH2:4][CH2:3][N:2]([CH3:1])[CH3:17])=[O:24])[CH2:19][CH2:20][CH3:21]. The yield is 0.920. (2) The reactants are [C:1]1([Li])[CH:6]=[CH:5][CH:4]=[CH:3][CH:2]=1.[CH3:8][C:9]1([CH3:24])[C@@H:12]([CH2:13][CH2:14][N:15]2[CH2:20][CH2:19][O:18][CH2:17][CH2:16]2)[CH2:11][C@H:10]1[C:21](=[O:23])[CH3:22]. The catalyst is C1COCC1. The product is [CH3:24][C:9]1([CH3:8])[C@@H:12]([CH2:13][CH2:14][N:15]2[CH2:20][CH2:19][O:18][CH2:17][CH2:16]2)[CH2:11][C@H:10]1[C@@:21]([C:1]1[CH:6]=[CH:5][CH:4]=[CH:3][CH:2]=1)([OH:23])[CH3:22]. The yield is 0.200. (3) The reactants are [F:1][C:2]([F:24])([F:23])[C:3]1[CH:4]=[C:5]([C:13]2[N:17]=[CH:16][N:15](/[CH:18]=[CH:19]\[C:20]([OH:22])=O)[N:14]=2)[CH:6]=[C:7]([C:9]([F:12])([F:11])[F:10])[CH:8]=1.[CH3:25][C:26]1[C:27]([N:32]([CH3:34])[NH2:33])=[N:28][CH:29]=[CH:30][CH:31]=1.C(P1(=O)OP(CCC)(=O)OP(CCC)(=O)O1)CC.CCN(C(C)C)C(C)C. The catalyst is CCOC(C)=O.C(Cl)Cl.CO. The product is [F:1][C:2]([F:23])([F:24])[C:3]1[CH:4]=[C:5]([C:13]2[N:17]=[CH:16][N:15](/[CH:18]=[CH:19]\[C:20]([NH:33][N:32]([CH3:34])[C:27]3[C:26]([CH3:25])=[CH:31][CH:30]=[CH:29][N:28]=3)=[O:22])[N:14]=2)[CH:6]=[C:7]([C:9]([F:12])([F:10])[F:11])[CH:8]=1. The yield is 0.400. (4) The reactants are [CH3:1][C:2]1([CH2:8][OH:9])[CH2:7][CH2:6][CH2:5][CH2:4][CH2:3]1.[Cl:10][C:11]1[C:12](F)=[CH:13][C:14]([F:24])=[C:15]([CH:23]=1)[C:16]([O:18][C:19]([CH3:22])([CH3:21])[CH3:20])=[O:17].C(=O)([O-])[O-].[Cs+].[Cs+]. The catalyst is CS(C)=O. The product is [Cl:10][C:11]1[C:12]([O:9][CH2:8][C:2]2([CH3:1])[CH2:7][CH2:6][CH2:5][CH2:4][CH2:3]2)=[CH:13][C:14]([F:24])=[C:15]([CH:23]=1)[C:16]([O:18][C:19]([CH3:20])([CH3:21])[CH3:22])=[O:17]. The yield is 0.440. (5) The reactants are C([N-]C(C)C)(C)C.[Li+].[CH3:9][C:10]1[CH:11]=[C:12]([NH:21][C:22]2[N:27]=[C:26]([C:28]([F:31])([F:30])[F:29])[CH:25]=[CH:24][N:23]=2)[CH:13]=[C:14]([C:16]2[S:20][CH:19]=[N:18][CH:17]=2)[CH:15]=1.CN(C)[CH:34]=[O:35]. The catalyst is O1CCCC1. The product is [CH3:9][C:10]1[CH:15]=[C:14]([C:16]2[S:20][C:19]([CH:34]=[O:35])=[N:18][CH:17]=2)[CH:13]=[C:12]([NH:21][C:22]2[N:27]=[C:26]([C:28]([F:29])([F:31])[F:30])[CH:25]=[CH:24][N:23]=2)[CH:11]=1. The yield is 0.860. (6) The reactants are Cl[C:2]1[C:7]([C:8]#[N:9])=[CH:6][N:5]=[C:4]2[C:10]3[CH:16]=[CH:15][CH:14]=[CH:13][C:11]=3[O:12][C:3]=12.[Br:17][C:18]1[CH:19]=[C:20]([CH:22]=[CH:23][CH:24]=1)[NH2:21]. The catalyst is C(OCCO)C. The product is [Br:17][C:18]1[CH:19]=[C:20]([NH:21][C:2]2[C:7]([C:8]#[N:9])=[CH:6][N:5]=[C:4]3[C:10]4[CH:16]=[CH:15][CH:14]=[CH:13][C:11]=4[O:12][C:3]=23)[CH:22]=[CH:23][CH:24]=1. The yield is 0.420.